Dataset: Peptide-MHC class I binding affinity with 185,985 pairs from IEDB/IMGT. Task: Regression. Given a peptide amino acid sequence and an MHC pseudo amino acid sequence, predict their binding affinity value. This is MHC class I binding data. (1) The peptide sequence is TMYLTMKAI. The MHC is HLA-A68:02 with pseudo-sequence HLA-A68:02. The binding affinity (normalized) is 0.428. (2) The peptide sequence is TLYVKALTK. The MHC is HLA-A68:01 with pseudo-sequence HLA-A68:01. The binding affinity (normalized) is 0.518. (3) The peptide sequence is LTDRELLLL. The MHC is HLA-A23:01 with pseudo-sequence HLA-A23:01. The binding affinity (normalized) is 0.0847. (4) The peptide sequence is LVSECSKDF. The MHC is HLA-A01:01 with pseudo-sequence HLA-A01:01. The binding affinity (normalized) is 0.0847. (5) The peptide sequence is QTQTYNIGK. The MHC is HLA-A31:01 with pseudo-sequence HLA-A31:01. The binding affinity (normalized) is 0.468. (6) The peptide sequence is WISDNTHIY. The MHC is HLA-A68:01 with pseudo-sequence HLA-A68:01. The binding affinity (normalized) is 0.496. (7) The peptide sequence is DTTTDISKY. The MHC is HLA-B58:01 with pseudo-sequence HLA-B58:01. The binding affinity (normalized) is 0.0847. (8) The MHC is HLA-A11:01 with pseudo-sequence HLA-A11:01. The binding affinity (normalized) is 0.0847. The peptide sequence is HTAWDSHWV. (9) The peptide sequence is YVADALAAF. The MHC is Patr-A0101 with pseudo-sequence Patr-A0101. The binding affinity (normalized) is 0.